Dataset: Full USPTO retrosynthesis dataset with 1.9M reactions from patents (1976-2016). Task: Predict the reactants needed to synthesize the given product. (1) Given the product [N:2]12[CH2:9][CH2:8][C:5]([CH2:10][OH:11])([CH2:6][CH2:7]1)[CH2:4][CH2:3]2, predict the reactants needed to synthesize it. The reactants are: Cl.[N:2]12[CH2:9][CH2:8][C:5]([C:10](O)=[O:11])([CH2:6][CH2:7]1)[CH2:4][CH2:3]2.CO. (2) Given the product [CH2:14]([O:13][CH2:12][CH2:11][N:10]1[C:5]2[C:4]([NH:19][C:20]3[CH:25]=[C:24]([CH3:26])[CH:23]=[CH:22][N:21]=3)=[N:3][C:2]([N:36]3[CH2:44][CH2:43][CH:39]([C:40]([OH:42])=[O:41])[CH2:38][CH2:37]3)=[N:7][C:6]=2[C:8]([CH2:16][CH3:17])=[N:9]1)[CH3:15], predict the reactants needed to synthesize it. The reactants are: Cl[C:2]1[N:3]=[C:4](Cl)[C:5]2[N:10]([CH2:11][CH2:12][O:13][CH2:14][CH3:15])[N:9]=[C:8]([CH2:16][CH3:17])[C:6]=2[N:7]=1.[NH2:19][C:20]1[CH:25]=[C:24]([CH3:26])[CH:23]=[CH:22][N:21]=1.C(N(CC)C(C)C)(C)C.[NH:36]1[CH2:44][CH2:43][CH:39]([C:40]([OH:42])=[O:41])[CH2:38][CH2:37]1.Cl. (3) Given the product [NH2:25][C@@H:22]1[CH2:23][CH2:24][C@H:19]([N:18]2[S:36](=[O:37])[N:9]([C:4]3[CH:5]=[CH:6][C:7]([F:8])=[C:2]([F:1])[CH:3]=3)[C:10]3[N:11]=[CH:12][C:13]([F:33])=[CH:14][C:15]=3[C:16]2=[O:17])[CH2:20][CH2:21]1, predict the reactants needed to synthesize it. The reactants are: [F:1][C:2]1[CH:3]=[C:4]([NH:9][C:10]2[C:15]([C:16]([NH:18][C@@H:19]3[CH2:24][CH2:23][C@H:22]([NH:25]C(=O)OC(C)(C)C)[CH2:21][CH2:20]3)=[O:17])=[CH:14][C:13]([F:33])=[CH:12][N:11]=2)[CH:5]=[CH:6][C:7]=1[F:8].[H-].[Na+].[S:36](Cl)(Cl)=[O:37].C([O-])([O-])=O.[Na+].[Na+]. (4) Given the product [Cl:12][C:13]1[CH:18]=[CH:17][C:16]([CH:19]=[CH:20][S:21]([NH:1][C:2]2[CH:7]=[CH:6][CH:5]=[CH:4][C:3]=2[S:8]([NH2:11])(=[O:9])=[O:10])(=[O:22])=[O:23])=[C:15]([O:25][CH3:26])[CH:14]=1, predict the reactants needed to synthesize it. The reactants are: [NH2:1][C:2]1[CH:7]=[CH:6][CH:5]=[CH:4][C:3]=1[S:8]([NH2:11])(=[O:10])=[O:9].[Cl:12][C:13]1[CH:18]=[CH:17][C:16]([CH:19]=[CH:20][S:21](Cl)(=[O:23])=[O:22])=[C:15]([O:25][CH3:26])[CH:14]=1. (5) Given the product [CH3:21][O:20][C:15]1[CH:16]=[CH:17][CH:18]=[CH:19][C:14]=1[C:13]1[N:9]([C:6]2[CH:5]=[CH:4][C:3]([O:2][CH3:1])=[CH:8][CH:7]=2)[C:10]([S:22][CH:33]([CH3:43])[C:34]([NH:36][C:37]2[CH:42]=[CH:41][CH:40]=[CH:39][CH:38]=2)=[O:35])=[N:11][N:12]=1, predict the reactants needed to synthesize it. The reactants are: [CH3:1][O:2][C:3]1[CH:8]=[CH:7][C:6]([N:9]2[C:13]([C:14]3[CH:19]=[CH:18][CH:17]=[CH:16][C:15]=3[O:20][CH3:21])=[N:12][N:11]=[C:10]2[SH:22])=[CH:5][CH:4]=1.[OH-].[K+].C(N(CC)CC)C.Cl[CH:33]([CH3:43])[C:34]([NH:36][C:37]1[CH:42]=[CH:41][CH:40]=[CH:39][CH:38]=1)=[O:35]. (6) Given the product [NH2:10][C:8]1[CH:7]=[CH:6][C:5]([OH:12])=[C:4]([CH:1]([CH3:3])[CH3:2])[CH:9]=1, predict the reactants needed to synthesize it. The reactants are: [CH:1]([C:4]1[C:5](=[O:12])[CH:6]=[CH:7][C:8](=[N:10]O)[CH:9]=1)([CH3:3])[CH3:2]. (7) Given the product [CH2:9]([S:11]([N:14]1[CH2:15][CH2:16][CH:17]([C:20]2[C:28]3[C:23](=[C:24]([C:38]([NH2:40])=[O:39])[CH:25]=[C:26]([C:2]4[S:6][CH:5]=[C:4]([CH:7]=[O:8])[CH:3]=4)[CH:27]=3)[NH:22][CH:21]=2)[CH2:18][CH2:19]1)(=[O:13])=[O:12])[CH3:10], predict the reactants needed to synthesize it. The reactants are: Br[C:2]1[S:6][CH:5]=[C:4]([CH:7]=[O:8])[CH:3]=1.[CH2:9]([S:11]([N:14]1[CH2:19][CH2:18][CH:17]([C:20]2[C:28]3[C:23](=[C:24]([C:38]([NH2:40])=[O:39])[CH:25]=[C:26](B4OC(C)(C)C(C)(C)O4)[CH:27]=3)[NH:22][CH:21]=2)[CH2:16][CH2:15]1)(=[O:13])=[O:12])[CH3:10].C(=O)([O-])[O-].[K+].[K+].CCOC(C)=O. (8) The reactants are: [N:1]1([C:7]2[CH:8]=[CH:9][C:10]3[N:11]([C:13]([C:16]([F:19])([F:18])[F:17])=[N:14][N:15]=3)[N:12]=2)[CH2:6][CH2:5][NH:4][CH2:3][CH2:2]1.[CH:20]([C:22]1[CH:29]=[CH:28][CH:27]=[CH:26][C:23]=1[C:24]#[N:25])=O. Given the product [F:19][C:16]([F:17])([F:18])[C:13]1[N:11]2[N:12]=[C:7]([N:1]3[CH2:2][CH2:3][N:4]([CH2:20][C:22]4[CH:29]=[CH:28][CH:27]=[CH:26][C:23]=4[C:24]#[N:25])[CH2:5][CH2:6]3)[CH:8]=[CH:9][C:10]2=[N:15][N:14]=1, predict the reactants needed to synthesize it. (9) Given the product [OH:25][C:18]1[CH:17]=[C:16]2[C:21]([C:22](=[O:24])[CH:23]=[C:14]([O:13][CH3:12])[O:15]2)=[CH:20][CH:19]=1, predict the reactants needed to synthesize it. The reactants are: [Cl-].[Cl-].[Cl-].[Al+3].C1(C)C=CC=CC=1.[CH3:12][O:13][C:14]1[O:15][C:16]2[C:21]([C:22](=[O:24])[CH:23]=1)=[CH:20][CH:19]=[C:18]([O:25]C)[CH:17]=2.